This data is from Forward reaction prediction with 1.9M reactions from USPTO patents (1976-2016). The task is: Predict the product of the given reaction. (1) Given the reactants C([N:8]1[C:17]2[C:16]3[CH:18]=[CH:19][CH:20]=[CH:21][C:15]=3[N:14]([C:22]([C:24]3[CH:29]=[CH:28][C:27]([O:30][CH2:31][CH2:32][CH2:33][N:34]4[CH2:39][CH2:38][N:37]([CH2:40][CH2:41][C:42]([CH3:45])([CH3:44])[CH3:43])[CH2:36][CH2:35]4)=[C:26]([CH3:46])[CH:25]=3)=[O:23])[CH2:13][CH2:12][C:11]=2[N:10]=[C:9]1[CH3:47])C1C=CC=CC=1.C(O)(=O)C, predict the reaction product. The product is: [CH3:43][C:42]([CH3:45])([CH3:44])[CH2:41][CH2:40][N:37]1[CH2:36][CH2:35][N:34]([CH2:33][CH2:32][CH2:31][O:30][C:27]2[CH:28]=[CH:29][C:24]([C:22]([N:14]3[CH2:13][CH2:12][C:11]4[N:10]=[C:9]([CH3:47])[NH:8][C:17]=4[C:16]4[CH:18]=[CH:19][CH:20]=[CH:21][C:15]3=4)=[O:23])=[CH:25][C:26]=2[CH3:46])[CH2:39][CH2:38]1. (2) Given the reactants [CH:1]12[O:7][CH:2]1[CH2:3][CH2:4][CH2:5][CH2:6]2.[N-:8]=[N+:9]=[N-:10].[Na+].CC(C)=O, predict the reaction product. The product is: [N:8]([CH:1]1[CH2:6][CH2:5][CH2:4][CH2:3][CH:2]1[OH:7])=[N+:9]=[N-:10]. (3) Given the reactants [O:1]1[CH:5]=[CH:4][CH:3]=[C:2]1[C:6]1[O:7][C:8]([CH3:31])=[C:9]([CH2:11][O:12][C:13]2[CH:28]=[CH:27][C:16]([CH2:17][O:18][C:19]3[C:23]([CH:24]=O)=[CH:22][N:21]([CH3:26])[N:20]=3)=[CH:15][C:14]=2[O:29][CH3:30])[N:10]=1.[CH2:32](P(=O)(OCC)OCC)[P:33](=[O:40])([O:37][CH2:38][CH3:39])[O:34][CH2:35][CH3:36].CN(C)C=O.[H-].[Na+], predict the reaction product. The product is: [O:1]1[CH:5]=[CH:4][CH:3]=[C:2]1[C:6]1[O:7][C:8]([CH3:31])=[C:9]([CH2:11][O:12][C:13]2[CH:28]=[CH:27][C:16]([CH2:17][O:18][C:19]3[C:23](/[CH:24]=[CH:32]/[P:33](=[O:40])([O:37][CH2:38][CH3:39])[O:34][CH2:35][CH3:36])=[CH:22][N:21]([CH3:26])[N:20]=3)=[CH:15][C:14]=2[O:29][CH3:30])[N:10]=1. (4) Given the reactants [OH:1][C:2]1[C:7]2[S:8][CH:9]=[CH:10][C:6]=2[C:5]([CH:11]=[O:12])=[CH:4][CH:3]=1.Cl[C:14]1[CH:21]=[CH:20][C:17]([C:18]#[N:19])=[CH:16][N:15]=1.C([O-])([O-])=O.[K+].[K+], predict the reaction product. The product is: [CH:11]([C:5]1[C:6]2[CH:10]=[CH:9][S:8][C:7]=2[C:2]([O:1][C:14]2[CH:21]=[CH:20][C:17]([C:18]#[N:19])=[CH:16][N:15]=2)=[CH:3][CH:4]=1)=[O:12]. (5) Given the reactants [Cl:1][C:2]1[CH:3]=[C:4]([NH:23][C:24]([C:26]2[C:27]([C:32]3[CH:37]=[CH:36][CH:35]=[CH:34][CH:33]=3)=[CH:28][CH:29]=[CH:30][CH:31]=2)=[O:25])[CH:5]=[CH:6][C:7]=1[C:8]([N:10]1[C:16]2[CH:17]=[CH:18][CH:19]=[CH:20][C:15]=2[CH2:14][NH:13][C@H:12]([CH2:21][OH:22])[CH2:11]1)=[O:9].[CH:38](=O)[C:39]1[CH:44]=[CH:43][CH:42]=[CH:41][CH:40]=1.C(O[BH-](OC(=O)C)OC(=O)C)(=O)C.[Na+], predict the reaction product. The product is: [CH2:38]([N:13]1[CH2:14][C:15]2[CH:20]=[CH:19][CH:18]=[CH:17][C:16]=2[N:10]([C:8]([C:7]2[CH:6]=[CH:5][C:4]([NH:23][C:24]([C:26]3[C:27]([C:32]4[CH:37]=[CH:36][CH:35]=[CH:34][CH:33]=4)=[CH:28][CH:29]=[CH:30][CH:31]=3)=[O:25])=[CH:3][C:2]=2[Cl:1])=[O:9])[CH2:11][C@H:12]1[CH2:21][OH:22])[C:39]1[CH:44]=[CH:43][CH:42]=[CH:41][CH:40]=1.